Dataset: Catalyst prediction with 721,799 reactions and 888 catalyst types from USPTO. Task: Predict which catalyst facilitates the given reaction. Reactant: [CH2:1]([O:3][C:4]1[CH:5]=[C:6]([CH:12]([N:17]2[C:25](=[O:26])[C:24]3[C:19](=[CH:20][CH:21]=[CH:22][C:23]=3[NH:27][C:28](=[O:32])[CH:29]([CH3:31])[CH3:30])[CH2:18]2)[CH2:13][CH2:14][NH:15][OH:16])[CH:7]=[CH:8][C:9]=1[O:10][CH3:11])[CH3:2].[CH:33](OCC(F)(F)F)=[O:34]. Product: [CH2:1]([O:3][C:4]1[CH:5]=[C:6]([C@H:12]([N:17]2[C:25](=[O:26])[C:24]3[C:19](=[CH:20][CH:21]=[CH:22][C:23]=3[NH:27][C:28](=[O:32])[CH:29]([CH3:31])[CH3:30])[CH2:18]2)[CH2:13][CH2:14][N:15]([CH:33]=[O:34])[OH:16])[CH:7]=[CH:8][C:9]=1[O:10][CH3:11])[CH3:2]. The catalyst class is: 1.